This data is from Catalyst prediction with 721,799 reactions and 888 catalyst types from USPTO. The task is: Predict which catalyst facilitates the given reaction. (1) Reactant: Cl[C:2]1[CH:19]=[CH:18][CH:17]=[C:16]([Si:20]([CH3:23])([CH3:22])[CH3:21])[C:3]=1[C:4]([N:6]([CH2:14][CH3:15])[CH:7]([O:12][CH3:13])[C:8]([CH3:11])([CH3:10])[CH3:9])=[O:5].[CH3:24][N:25](CCN(C)C)[CH3:26].[Li]C(C)(C)C.CCCCC.BrCCBr. Product: [CH3:24][N:25]([CH3:26])[C:19]1[CH:18]=[CH:17][C:16]([Si:20]([CH3:23])([CH3:22])[CH3:21])=[C:3]([CH:2]=1)[C:4]([N:6]([CH2:14][CH3:15])[CH:7]([O:12][CH3:13])[C:8]([CH3:11])([CH3:10])[CH3:9])=[O:5]. The catalyst class is: 554. (2) Reactant: O[N:2]1[C:10]2[C:5](=[CH:6][C:7]([C:11]#[N:12])=[CH:8][CH:9]=2)[C:4]([C:13]2[CH:18]=[CH:17][C:16]([CH2:19][N:20]3[CH2:25][CH2:24][O:23][CH2:22][CH2:21]3)=[CH:15][N:14]=2)=[C:3]1[OH:26].C(O)(C)C. Product: [OH:26][C:3]1[NH:2][C:10]2[C:5]([C:4]=1[C:13]1[CH:18]=[CH:17][C:16]([CH2:19][N:20]3[CH2:21][CH2:22][O:23][CH2:24][CH2:25]3)=[CH:15][N:14]=1)=[CH:6][C:7]([C:11]#[N:12])=[CH:8][CH:9]=2. The catalyst class is: 180. (3) Reactant: [N+:1]([C:4]1[CH:5]=[N:6][N:7]([CH:9]2[CH2:14][CH2:13][O:12][CH2:11][CH2:10]2)[CH:8]=1)([O-:3])=[O:2].C[Si]([N-][Si](C)(C)C)(C)C.[Li+].[Cl:25]C(Cl)(Cl)C(Cl)(Cl)Cl. Product: [Cl:25][C:8]1[N:7]([CH:9]2[CH2:14][CH2:13][O:12][CH2:11][CH2:10]2)[N:6]=[CH:5][C:4]=1[N+:1]([O-:3])=[O:2]. The catalyst class is: 220. (4) Reactant: Cl.[NH2:2][C:3]([CH3:11])([CH3:10])[CH2:4][C:5]([O:7][CH2:8][CH3:9])=[O:6].[CH3:12][C:13]([O:16][C:17](O[C:17]([O:16][C:13]([CH3:15])([CH3:14])[CH3:12])=[O:18])=[O:18])([CH3:15])[CH3:14].ClCCl.C(=O)([O-])[O-].[K+].[K+]. Product: [C:13]([O:16][C:17]([NH:2][C:3]([CH3:11])([CH3:10])[CH2:4][C:5]([O:7][CH2:8][CH3:9])=[O:6])=[O:18])([CH3:15])([CH3:14])[CH3:12]. The catalyst class is: 6. (5) Reactant: [O:1]=[S:2]1[C:10]2[C:9]([NH:11][CH:12]3[CH2:17][CH2:16][O:15][CH2:14][CH2:13]3)=[N:8][C:7]([N:18]3[CH2:23][CH2:22][N:21]4[CH:24]=[C:25]([C:27](O)=[O:28])[N:26]=[C:20]4[CH2:19]3)=[N:6][C:5]=2[CH2:4][CH2:3]1.C(N(C(C)C)CC)(C)C.[NH:39]1[CH2:44][CH2:43][O:42][CH2:41][CH2:40]1. Product: [N:39]1([C:27]([C:25]2[N:26]=[C:20]3[CH2:19][N:18]([C:7]4[N:8]=[C:9]([NH:11][CH:12]5[CH2:13][CH2:14][O:15][CH2:16][CH2:17]5)[C:10]5[S:2](=[O:1])[CH2:3][CH2:4][C:5]=5[N:6]=4)[CH2:23][CH2:22][N:21]3[CH:24]=2)=[O:28])[CH2:44][CH2:43][O:42][CH2:41][CH2:40]1. The catalyst class is: 9.